From a dataset of Experimentally validated miRNA-target interactions with 360,000+ pairs, plus equal number of negative samples. Binary Classification. Given a miRNA mature sequence and a target amino acid sequence, predict their likelihood of interaction. (1) The miRNA is hsa-miR-766-5p with sequence AGGAGGAAUUGGUGCUGGUCUU. The protein sequence of the target gene is MDEENMTKSEEQQPLSLQKALQQCELVQNMIDLSISNLEGLRTKCATSNDLTQKEIRTLESKLVKYFSRQLSCKKKVALQERNAELDGFPQLRHWFRIVDVRKEVLEEISPGQLSLEDLLEMTDEQVCETVEKYGANREECARLNASLSCLRNVHMSGGNLSKQDWTIQWPTTETGKENNPVCPPEPTPWIRTHLSQSPRVPSKCVQHYCHTSPTPGAPVYTHVDRLTVDAYPGLCPPPPLESGHRSLPPSPRQRHAVRTPPRTPNIVTTVTPPGTPPMRKKNKLKPPGTPPPSSRKLIH.... Result: 1 (interaction). (2) The protein sequence of the target gene is MSASAGGSHQPSQSRAIPTRTVAISDAAQLPQDYCTTPGGTLFSTTPGGTRIIYDRKFLLDRRNSPMAQTPPCHLPNIPGVTSPGALIEDSKVEVNNLNNLNNHDRKHAVGDEAQFEMDI. Result: 0 (no interaction). The miRNA is hsa-miR-208a-3p with sequence AUAAGACGAGCAAAAAGCUUGU. (3) The miRNA is hsa-miR-3671 with sequence AUCAAAUAAGGACUAGUCUGCA. The protein sequence of the target gene is MAESDSTDFDLLWYLENLSDKEFQSFKKYLARKILDFKLPQFPLIQMTKEELANVLPISYEGQYIWNMLFSIFSMMRKEDLCRKIIGRRNRNQEACKAVMRRKFMLQWESHTFGKFHYKFFRDVSSDVFYILQLAYDSTSYYSANNLNVFLMGERASGKTIVINLAVLRWIKGEMWQNMISYVVHLTAHEINQMTNSSLAELIAKDWPDGQAPIADILSDPKKLLFILEDLDNIRFELNVNESALCSNSTQKVPIPVLLVSLLKRKMAPGCWFLISSRPTRGNNVKTFLKEVDCCTTLQL.... Result: 1 (interaction). (4) The miRNA is hsa-miR-6068 with sequence CCUGCGAGUCUCCGGCGGUGG. The protein sequence of the target gene is MGNTTSCCVSSSPKLRRNAHSRLESYRPDTDLSREDTGCNLQHISDRENIDDLNMEFNPSDHPRASTIFLSKSQTDVREKRKSLFINHHPPGQTSRKYSSCSTIFLDDSTVSQPNLKYTIKCVALAIYYHIKNRDPDGRMLLDIFDENLHPLSKSEVPPDYDKHNPEQKQIYRFVRTLFSAAQLTAECAIVTLVYLERLLTYAEIDICPANWKRIVLGAILLASKVWDDQAVWNVDYCQILKDITVEDMNELERQFLELLQFNINVPSSVYAKYYFDLRSLAEANNLSFPLEPLSRERAH.... Result: 0 (no interaction). (5) The miRNA is hsa-miR-376a-2-5p with sequence GGUAGAUUUUCCUUCUAUGGU. The protein sequence of the target gene is MESIFHEKQEGSLCAQHCLNNLLQGEYFSPVELSSIAHQLDEEERLRMAEGGVTSEDYRTFLQQPSGNMDDSGFFSIQVISNALKVWGLELILFNSPEYQRLRIDPINERSFICNYKEHWFTVRKLGKQWFNLNSLLTGPELISDTYLALFLAQLQQEGYSIFVVKGDLPDCEADQLLQMIKVQQMHRPKLIGEELAHLKEQSALKADLERVLEAADGSGIFDEDEDDLQRALAISRQEIDMEDEEADLRRAIQLSMQGSSRSMCENSPQTSSPDLSSEELRRRREAYFEKQQQQQQEVD.... Result: 0 (no interaction). (6) The miRNA is hsa-miR-125b-5p with sequence UCCCUGAGACCCUAACUUGUGA. The protein sequence of the target gene is MPTPHEAEKQITGPEEADRPPSMSSHDTASPAAPSRNPCCLCWCCCCSCSWNQERRRAWQASRESKLQPLPSCEVCATPSPEEVQSWAQSFDKLMHSPAGRSVFRAFLRTEYSEENMLFWLACEELKAEANQHVVDEKARLIYEDYVSILSPKEVSLDSRVREGINKKMQEPSAHTFDDAQLQIYTLMHRDSYPRFLSSPTYRALLLQGPSQSSSEA. Result: 1 (interaction). (7) The miRNA is hsa-miR-767-5p with sequence UGCACCAUGGUUGUCUGAGCAUG. The protein sequence of the target gene is MDLSELERDNTGRCRLSSPVPAVCLKEPCVLGVDEAGRGPVLGPMVYAICYCPLSRLADLEALKVADSKTLTENERERLFAKMEEDGDFVGWALDVLSPNLISTSMLGRVKYNLNSLSHDTAAGLIQYALDQNVNVTQVFVDTVGMPETYQARLQQHFPGIEVTVKAKADSLFPVVSAASIFAKVARDKAVKNWQFVENLQDLDSDYGSGYPNDPKTKAWLRKHVDPVFGFPQFVRFSWSTAQAILEKEAEDVIWEDSEAEEDPERPGKITSYFSQGPQTCRPQAPHRYFQERGLEAASS.... Result: 0 (no interaction). (8) The miRNA is hsa-miR-181c-5p with sequence AACAUUCAACCUGUCGGUGAGU. The protein sequence of the target gene is MAEIHNGGELCDFMENGEIFSEHSCLNAHMGTENTGDTYDCDEYGENFPMLHNSAPAGETLSVLNQCRKAFSLPPNVHQRTWIGDKSFEYSDCEEAFVDQSHLQANRITHNGETLYEQKQCGRAFTYSTSHAVSVKMHTVEKPYECKECGKFFRYSSYLNSHMRTHTGEKPYECKECGKCFTVSSHLVEHVRIHTGEKPYQCKECGRAFAGRSGLTKHVRIHTGEKPYECNECGKAYNRFYLLTEHFKTHTEEKPFECKVCGKSFRSSSCLKNHFRIHTGIKPYKCKECGKAFTVSSSLH.... Result: 1 (interaction).